The task is: Predict the product of the given reaction.. This data is from Forward reaction prediction with 1.9M reactions from USPTO patents (1976-2016). (1) Given the reactants [F:1][C@@H:2]1[C@@H:7](OS(C)(=O)=O)[CH2:6][CH2:5][N:4]([C:13]([O:15][C:16]([CH3:19])([CH3:18])[CH3:17])=[O:14])[CH2:3]1.[CH:20]1([O:24][C:25]2[C:34]([C:35]3[CH:36]=[N:37][NH:38][CH:39]=3)=[CH:33][CH:32]=[C:31]3[C:26]=2[CH2:27][CH2:28][C@H:29]([CH3:44])[N:30]3[C:40]([O:42][CH3:43])=[O:41])[CH2:23][CH2:22][CH2:21]1.C(=O)([O-])[O-].[Cs+].[Cs+], predict the reaction product. The product is: [C:16]([O:15][C:13]([N:4]1[CH2:5][CH2:6][C@@H:7]([N:37]2[CH:36]=[C:35]([C:34]3[C:25]([O:24][CH:20]4[CH2:21][CH2:22][CH2:23]4)=[C:26]4[C:31](=[CH:32][CH:33]=3)[N:30]([C:40]([O:42][CH3:43])=[O:41])[C@@H:29]([CH3:44])[CH2:28][CH2:27]4)[CH:39]=[N:38]2)[C@@H:2]([F:1])[CH2:3]1)=[O:14])([CH3:19])([CH3:18])[CH3:17]. (2) Given the reactants [CH3:1][C:2]([CH3:24])([CH3:23])[C@@H:3]([N:5]([CH2:9][CH2:10][C:11]([C:16]1[CH:21]=[CH:20][C:19]([F:22])=[CH:18][CH:17]=1)([OH:15])[CH2:12][CH:13]=[CH2:14])[C:6](=O)[O-:7])[CH3:4].[H-].[Na+], predict the reaction product. The product is: [CH2:12]([C:11]1([C:16]2[CH:21]=[CH:20][C:19]([F:22])=[CH:18][CH:17]=2)[O:15][C:6](=[O:7])[N:5]([C@H:3]([C:2]([CH3:24])([CH3:23])[CH3:1])[CH3:4])[CH2:9][CH2:10]1)[CH:13]=[CH2:14]. (3) Given the reactants [Cl:1][C:2]1[CH:28]=[C:27]([N+:29]([O-])=O)[CH:26]=[CH:25][C:3]=1[C:4]([N:6]1[C:12]2[CH:13]=[CH:14][CH:15]=[CH:16][C:11]=2[CH2:10][N:9]([C:17]([O:19][C:20]([CH3:23])([CH3:22])[CH3:21])=[O:18])[C@H:8]([CH3:24])[CH2:7]1)=[O:5].Cl.C(OCC)(=O)C.N, predict the reaction product. The product is: [NH2:29][C:27]1[CH:26]=[CH:25][C:3]([C:4]([N:6]2[C:12]3[CH:13]=[CH:14][CH:15]=[CH:16][C:11]=3[CH2:10][N:9]([C:17]([O:19][C:20]([CH3:23])([CH3:21])[CH3:22])=[O:18])[C@H:8]([CH3:24])[CH2:7]2)=[O:5])=[C:2]([Cl:1])[CH:28]=1. (4) Given the reactants C(OC([N:8]1[C@@H:12]([CH2:13][CH2:14][CH:15]([C:18]2[CH:23]=[C:22]([F:24])[CH:21]=[C:20]([F:25])[CH:19]=2)[CH2:16][CH3:17])[CH2:11][O:10]C1(C)C)=O)(C)(C)C.Cl, predict the reaction product. The product is: [NH2:8][C@@H:12]([CH2:13][CH2:14][CH:15]([C:18]1[CH:19]=[C:20]([F:25])[CH:21]=[C:22]([F:24])[CH:23]=1)[CH2:16][CH3:17])[CH2:11][OH:10]. (5) Given the reactants [C:1]([NH:5][C:6]1[CH:7]=[C:8]([N:12]2[C:17]3[N:18]=[C:19]([NH:22][C:23]4[CH:28]=[CH:27][C:26]([N:29]5[CH2:34][CH2:33][N:32](C(OC(C)(C)C)=O)[CH2:31][CH2:30]5)=[CH:25][C:24]=4[O:42][CH3:43])[N:20]=[CH:21][C:16]=3[C:15]([CH3:44])=[CH:14][C:13]2=[O:45])[CH:9]=[CH:10][CH:11]=1)(=[O:4])[CH:2]=[CH2:3].C(Cl)Cl.C(O)(C(F)(F)F)=O.C(O)(C(F)(F)F)=O.CC#N, predict the reaction product. The product is: [CH3:43][O:42][C:24]1[CH:25]=[C:26]([N:29]2[CH2:30][CH2:31][NH:32][CH2:33][CH2:34]2)[CH:27]=[CH:28][C:23]=1[NH:22][C:19]1[N:20]=[CH:21][C:16]2[C:15]([CH3:44])=[CH:14][C:13](=[O:45])[N:12]([C:8]3[CH:7]=[C:6]([NH:5][C:1](=[O:4])[CH:2]=[CH2:3])[CH:11]=[CH:10][CH:9]=3)[C:17]=2[N:18]=1. (6) Given the reactants C(OC([N:8]1[CH2:12][CH2:11][CH2:10][CH:9]1[CH2:13][C:14](=[O:27])[CH2:15][CH2:16]S(C1C=CC(C)=CC=1)(=O)=O)=O)(C)(C)C.Cl.O1CCOCC1, predict the reaction product. The product is: [CH2:10]1[CH:9]2[N:8]([CH2:16][CH2:15][C:14](=[O:27])[CH2:13]2)[CH2:12][CH2:11]1. (7) Given the reactants C([N-]C(C)C)(C)C.[Li+].[Cl:9][C:10]1[CH:15]=[CH:14][C:13]([C:16]2[C:22]3[CH:23]=[CH:24][CH:25]=[CH:26][C:21]=3[N:20]3[C:27]([CH3:30])=[N:28][N:29]=[C:19]3[CH2:18][CH:17]=2)=[CH:12][CH:11]=1.Br[CH2:32][C:33]([O:35][CH2:36][CH3:37])=[O:34], predict the reaction product. The product is: [Cl:9][C:10]1[CH:15]=[CH:14][C:13]([C:16]2[C:22]3[CH:23]=[CH:24][CH:25]=[CH:26][C:21]=3[N:20]3[C:27]([CH3:30])=[N:28][N:29]=[C:19]3[CH:18]([CH2:32][C:33]([O:35][CH2:36][CH3:37])=[O:34])[CH:17]=2)=[CH:12][CH:11]=1. (8) Given the reactants [NH2:1][CH2:2][CH2:3][N:4]1[CH2:9][CH2:8][N:7]([CH3:10])[CH2:6][CH2:5]1.Cl[C:12]1[N:17]=[C:16]([C:18]2[CH:23]=[CH:22][CH:21]=[CH:20][CH:19]=2)[N:15]=[C:14]([NH:24][C:25]2[CH:29]=[C:28]([CH3:30])[NH:27][N:26]=2)[CH:13]=1, predict the reaction product. The product is: [CH3:30][C:28]1[NH:27][N:26]=[C:25]([NH:24][C:14]2[CH:13]=[C:12]([NH:1][CH2:2][CH2:3][N:4]3[CH2:9][CH2:8][N:7]([CH3:10])[CH2:6][CH2:5]3)[N:17]=[C:16]([C:18]3[CH:19]=[CH:20][CH:21]=[CH:22][CH:23]=3)[N:15]=2)[CH:29]=1. (9) Given the reactants [N+:1]([C:4]1[CH:9]=[CH:8][C:7]([C:10]2[N:11]=[CH:12][NH:13][CH:14]=2)=[CH:6][CH:5]=1)([O-:3])=[O:2].C(=O)([O-])[O-].[Cs+].[Cs+].Br[CH2:22][C:23]([CH3:26])([CH3:25])[CH3:24], predict the reaction product. The product is: [CH2:22]([N:13]1[CH:14]=[C:10]([C:7]2[CH:6]=[CH:5][C:4]([N+:1]([O-:3])=[O:2])=[CH:9][CH:8]=2)[N:11]=[CH:12]1)[C:23]([CH3:26])([CH3:25])[CH3:24]. (10) Given the reactants [N+:1]([C:4]1[CH:5]=[C:6]([C:9]([O:11][CH2:12][CH3:13])=[O:10])[NH:7][CH:8]=1)([O-:3])=[O:2].[K].Br[CH:16]1[CH2:20][CH2:19][CH2:18][CH2:17]1.COCCOC, predict the reaction product. The product is: [CH:16]1([N:7]2[CH:8]=[C:4]([N+:1]([O-:3])=[O:2])[CH:5]=[C:6]2[C:9]([O:11][CH2:12][CH3:13])=[O:10])[CH2:20][CH2:19][CH2:18][CH2:17]1.